This data is from Forward reaction prediction with 1.9M reactions from USPTO patents (1976-2016). The task is: Predict the product of the given reaction. (1) Given the reactants [F:1][C:2]([F:22])([C:15]1[CH:20]=[CH:19][C:18]([F:21])=[CH:17][CH:16]=1)[C:3]([NH:5][C:6]1[S:7][C:8]([CH3:14])=[CH:9][C:10]=1[C:11]([NH2:13])=[O:12])=O.C[Si](Cl)(C)C, predict the reaction product. The product is: [F:1][C:2]([F:22])([C:15]1[CH:20]=[CH:19][C:18]([F:21])=[CH:17][CH:16]=1)[C:3]1[NH:13][C:11](=[O:12])[C:10]2[CH:9]=[C:8]([CH3:14])[S:7][C:6]=2[N:5]=1. (2) Given the reactants N[C:2]1[CH:17]=[CH:16][C:5]([O:6][C:7]2[CH:12]=[CH:11][N:10]=[C:9]([C:13]([NH2:15])=[O:14])[CH:8]=2)=[C:4]([F:18])[CH:3]=1.FC1C=C(NC(=O)CC(NC2C=CC(F)=CC=2)=O)C=CC=1OC1C=C[N:30]=C(NCCN2CCOCC2)C=1.[F:56][C:57]1[CH:72]=[CH:71][C:60]([CH2:61][NH:62][C:63]([C:65]2([C:68]([OH:70])=O)[CH2:67][CH2:66]2)=[O:64])=[CH:59][CH:58]=1.CN(C(ON1N=NC2C=CC=NC1=2)=[N+](C)C)C.F[P-](F)(F)(F)(F)F.CCN(C(C)C)C(C)C, predict the reaction product. The product is: [F:56][C:57]1[CH:58]=[CH:59][C:60]([CH2:61][N:62]([C:2]2[CH:17]=[CH:16][C:5]([O:6][C:7]3[CH:12]=[CH:11][N:10]=[C:9]([C:13](=[O:14])[NH2:15])[CH:8]=3)=[C:4]([F:18])[CH:3]=2)[C:63]([C:65]2([C:68]([NH2:30])=[O:70])[CH2:66][CH2:67]2)=[O:64])=[CH:71][CH:72]=1. (3) Given the reactants [CH:1]1([C:4]2[CH:11]=[CH:10][C:7]([CH:8]=[O:9])=[CH:6][CH:5]=2)[CH2:3][CH2:2]1.Br[C:13]1C=CC(C2CCC2)=CC=1.[Li]CCCC.CCCCCC.CN(C=O)C, predict the reaction product. The product is: [CH:1]1([C:4]2[CH:5]=[CH:6][C:7]([CH:8]=[O:9])=[CH:10][CH:11]=2)[CH2:3][CH2:2][CH2:13]1. (4) Given the reactants [O:1]1[CH:5]=[CH:4][CH:3]=[C:2]1[CH2:6][NH2:7].[CH:8]([Mg]Cl)(C)C.[CH:13]([C:16]1[CH:20]=[C:19]([NH:21][C:22]2[C:23]3S[CH:38]=[CH:37][C:24]=3[N:25]=[C:26]([N:28]3[CH2:32][CH2:31][CH2:30][C@H:29]3[C:33]([O:35]C)=O)[N:27]=2)[NH:18][N:17]=1)([CH3:15])[CH3:14], predict the reaction product. The product is: [O:1]1[CH:5]=[CH:4][CH:3]=[C:2]1[CH2:6][NH:7][C:33]([C@@H:29]1[CH2:30][CH2:31][CH2:32][N:28]1[C:26]1[N:27]=[C:22]([NH:21][C:19]2[CH:20]=[C:16]([CH:13]([CH3:14])[CH3:15])[NH:17][N:18]=2)[C:23]2[CH2:8][CH2:38][CH2:37][C:24]=2[N:25]=1)=[O:35]. (5) Given the reactants [OH:1][CH2:2][CH:3]1[O:7][C:6](=[O:8])[N:5]([CH:9]([CH3:11])C)[CH2:4]1.[O:12](CCN)[C:13]1[CH:18]=[CH:17][CH:16]=[CH:15][CH:14]=1.C(N)(C)C, predict the reaction product. The product is: [OH:1][CH2:2][CH:3]1[O:7][C:6](=[O:8])[N:5]([CH2:9][CH2:11][O:12][C:13]2[CH:18]=[CH:17][CH:16]=[CH:15][CH:14]=2)[CH2:4]1. (6) Given the reactants [N+:1]([C:4]1[CH:5]=[C:6]([C:10]2[CH:15]=[CH:14][CH:13]=[CH:12][CH:11]=2)[CH:7]=[CH:8][CH:9]=1)([O-:3])=[O:2].Cl[S:17]([OH:20])(=[O:19])=[O:18], predict the reaction product. The product is: [N+:1]([C:4]1[CH:5]=[C:6]([C:10]2[C:11]([S:17]([OH:20])(=[O:19])=[O:18])=[CH:12][CH:13]=[CH:14][CH:15]=2)[CH:7]=[CH:8][CH:9]=1)([O-:3])=[O:2]. (7) Given the reactants C[O:2][C:3](=[O:16])[C:4]1[CH:9]=[C:8]([O:10][CH3:11])[N:7]=[C:6]([S:12]([CH3:15])(=[O:14])=[O:13])[CH:5]=1.[OH-].[Na+].[CH2:19](O)C, predict the reaction product. The product is: [CH3:15][S:12]([C:6]1[CH:5]=[C:4]([CH:9]=[C:8]([O:10][CH2:11][CH3:19])[N:7]=1)[C:3]([OH:2])=[O:16])(=[O:14])=[O:13]. (8) Given the reactants S[C:2]1[O:3][C:4]2[C:5](=[C:7]([C:11]#[N:12])[CH:8]=[CH:9][CH:10]=2)[N:6]=1.S(Cl)([Cl:15])=O, predict the reaction product. The product is: [Cl:15][C:2]1[O:3][C:4]2[C:5](=[C:7]([C:11]#[N:12])[CH:8]=[CH:9][CH:10]=2)[N:6]=1.